Dataset: Full USPTO retrosynthesis dataset with 1.9M reactions from patents (1976-2016). Task: Predict the reactants needed to synthesize the given product. (1) Given the product [F:13][C:10]1[CH:11]=[CH:12][C:7]([C:14]2([OH:21])[CH2:19][CH2:18][C:17](=[O:20])[CH2:16][CH2:15]2)=[CH:8][CH:9]=1, predict the reactants needed to synthesize it. The reactants are: C([Li])CCC.Br[C:7]1[CH:12]=[CH:11][C:10]([F:13])=[CH:9][CH:8]=1.[C:14]1(=[O:21])[CH2:19][CH2:18][C:17](=[O:20])[CH2:16][CH2:15]1.[Cl-].[NH4+]. (2) Given the product [F:31][CH:2]([F:1])[N:3]1[N:19]=[CH:18][C:17]2[NH:16][C:15](=[O:20])[C@H:14]([CH3:21])[CH2:13][CH2:12][CH2:11][C@H:10]([NH:22][C:23](=[O:29])[O:24][C:25]([CH3:26])([CH3:28])[CH3:27])[C:9]3[CH:30]=[C:5]([CH:6]=[CH:7][CH:8]=3)[C:4]1=2, predict the reactants needed to synthesize it. The reactants are: [F:1][CH:2]([F:31])[N:3]1[N:19]=[CH:18][C:17]2[NH:16][C:15](=[O:20])[C@H:14]([CH3:21])[CH:13]=[CH:12][CH2:11][C@H:10]([NH:22][C:23](=[O:29])[O:24][C:25]([CH3:28])([CH3:27])[CH3:26])[C:9]3[CH:30]=[C:5]([CH:6]=[CH:7][CH:8]=3)[C:4]1=2. (3) Given the product [O:1]=[C:2]1[N:6]([CH2:7][CH2:8][CH2:9][CH2:10][NH:11][C:12](=[O:18])[O:13][C:14]([CH3:15])([CH3:16])[CH3:17])[C:5](=[O:19])[N:4]=[N:3]1, predict the reactants needed to synthesize it. The reactants are: [O:1]=[C:2]1[N:6]([CH2:7][CH2:8][CH2:9][CH2:10][NH:11][C:12](=[O:18])[O:13][C:14]([CH3:17])([CH3:16])[CH3:15])[C:5](=[O:19])[NH:4][NH:3]1. (4) Given the product [CH3:1][CH:2]([CH3:35])[C@@H:3]([NH:7][S:8]([C:11]1[CH:34]=[CH:33][C:14]2[O:15][C:16]3[CH:21]=[C:20]([C:22]4[S:23][C:24]([C:27]5[CH:28]=[CH:29][CH:30]=[CH:31][CH:32]=5)=[CH:25][CH:26]=4)[CH:19]=[CH:18][C:17]=3[C:13]=2[CH:12]=1)(=[O:9])=[O:10])[C:4]([OH:6])=[O:5], predict the reactants needed to synthesize it. The reactants are: [CH3:1][CH:2]([CH3:35])[C@@H:3]([NH:7][S:8]([C:11]1[CH:34]=[CH:33][C:14]2[O:15][C:16]3[CH:21]=[C:20]([C:22]4[S:23][C:24]([C:27]5[CH:32]=[CH:31][CH:30]=[CH:29][CH:28]=5)=[CH:25][CH:26]=4)[CH:19]=[CH:18][C:17]=3[C:13]=2[CH:12]=1)(=[O:10])=[O:9])[C:4]([O-:6])=[O:5].[Li+].[OH-].O. (5) Given the product [O:1]1[CH2:6][CH:5]([O:7][C:8](=[O:30])[NH:9][C@@H:10]([CH2:23][C:24]2[CH:25]=[CH:26][CH:27]=[CH:28][CH:29]=2)[C@H:11]([OH:22])[CH2:12][N:13]([S:49]([C:47]2[CH:46]=[CH:45][C:44]3[O:40][CH2:41][O:42][C:43]=3[CH:48]=2)(=[O:50])=[O:51])[CH2:14][C:15]([CH3:21])([CH3:20])[CH2:16][CH2:17][C:18]#[N:19])[CH2:4][O:3][CH2:2]1, predict the reactants needed to synthesize it. The reactants are: [O:1]1[CH2:6][CH:5]([O:7][C:8](=[O:30])[NH:9][C@@H:10]([CH2:23][C:24]2[CH:29]=[CH:28][CH:27]=[CH:26][CH:25]=2)[C@H:11]([OH:22])[CH2:12][NH:13][CH2:14][C:15]([CH3:21])([CH3:20])[CH2:16][CH2:17][C:18]#[N:19])[CH2:4][O:3][CH2:2]1.C(N(C(C)C)CC)(C)C.[O:40]1[C:44]2[CH:45]=[CH:46][C:47]([S:49](Cl)(=[O:51])=[O:50])=[CH:48][C:43]=2[O:42][CH2:41]1.